This data is from Full USPTO retrosynthesis dataset with 1.9M reactions from patents (1976-2016). The task is: Predict the reactants needed to synthesize the given product. (1) Given the product [Br:29][C:6]1[C:7]([NH:20][C:21](=[O:28])[C:22]2[CH:23]=[CH:24][CH:25]=[CH:26][CH:27]=2)=[N:8][C:9]([NH:11][C:12]2[CH:13]=[CH:14][C:15]([C:18]#[N:19])=[CH:16][CH:17]=2)=[N:10][C:5]=1[Cl:4], predict the reactants needed to synthesize it. The reactants are: ClCCl.[Cl:4][C:5]1[N:10]=[C:9]([NH:11][C:12]2[CH:17]=[CH:16][C:15]([C:18]#[N:19])=[CH:14][CH:13]=2)[N:8]=[C:7]([NH:20][C:21](=[O:28])[C:22]2[CH:27]=[CH:26][CH:25]=[CH:24][CH:23]=2)[CH:6]=1.[Br:29]Br.S(S([O-])(=O)=O)([O-])(=O)=O. (2) The reactants are: C(OC[N:9]1[C:13]2=[N:14][CH:15]=[C:16]([C:18]3[C:26]4[C:21](=[CH:22][CH:23]=[C:24]([CH:27]([CH3:29])[CH3:28])[CH:25]=4)[N:20]([CH3:30])[N:19]=3)[N:17]=[C:12]2[C:11]([C:31](=[O:37])[NH:32][C:33]([CH3:36])([CH3:35])[CH3:34])=[CH:10]1)(=O)C(C)(C)C.[OH-].[K+].Cl. Given the product [C:33]([NH:32][C:31]([C:11]1[C:12]2[C:13](=[N:14][CH:15]=[C:16]([C:18]3[C:26]4[C:21](=[CH:22][CH:23]=[C:24]([CH:27]([CH3:28])[CH3:29])[CH:25]=4)[N:20]([CH3:30])[N:19]=3)[N:17]=2)[NH:9][CH:10]=1)=[O:37])([CH3:36])([CH3:35])[CH3:34], predict the reactants needed to synthesize it. (3) Given the product [O:26]=[C:4]([CH3:28])[CH2:5][CH2:6][CH2:7][CH2:8][CH2:9][CH2:10][CH2:11][CH2:12][CH2:13][CH2:14][NH:15][C:16](=[O:25])[O:17][CH2:18][C:19]1[CH:20]=[CH:21][CH:22]=[CH:23][CH:24]=1, predict the reactants needed to synthesize it. The reactants are: CON(C)[C:4](=[O:26])[CH2:5][CH2:6][CH2:7][CH2:8][CH2:9][CH2:10][CH2:11][CH2:12][CH2:13][CH2:14][NH:15][C:16](=[O:25])[O:17][CH2:18][C:19]1[CH:24]=[CH:23][CH:22]=[CH:21][CH:20]=1.[CH3:28][Mg]Cl. (4) The reactants are: [F:1][C:2]1[C:7]([N:8]2[CH2:13][CH2:12][O:11][CH2:10][CH2:9]2)=[CH:6][C:5]([NH2:14])=[C:4]([N+:15]([O-])=O)[CH:3]=1.[H][H]. Given the product [F:1][C:2]1[CH:3]=[C:4]([NH2:15])[C:5]([NH2:14])=[CH:6][C:7]=1[N:8]1[CH2:9][CH2:10][O:11][CH2:12][CH2:13]1, predict the reactants needed to synthesize it.